The task is: Predict the reactants needed to synthesize the given product.. This data is from Full USPTO retrosynthesis dataset with 1.9M reactions from patents (1976-2016). (1) Given the product [NH:6]1[CH:10]=[C:9]([C:11]2[CH:34]=[CH:33][C:14]3[N:15]([C:18]4[CH:19]=[C:20]([NH:24][C:25]([NH:27][CH2:28][C:29]([F:32])([F:31])[F:30])=[O:26])[CH:21]=[CH:22][CH:23]=4)[CH:16]=[N:17][C:13]=3[CH:12]=2)[CH:8]=[N:7]1.[ClH:35], predict the reactants needed to synthesize it. The reactants are: C(OC([N:6]1[CH:10]=[C:9]([C:11]2[CH:34]=[CH:33][C:14]3[N:15]([C:18]4[CH:19]=[C:20]([NH:24][C:25]([NH:27][CH2:28][C:29]([F:32])([F:31])[F:30])=[O:26])[CH:21]=[CH:22][CH:23]=4)[CH:16]=[N:17][C:13]=3[CH:12]=2)[CH:8]=[N:7]1)C)C.[ClH:35].O. (2) Given the product [C:4]1([CH2:10][CH2:11][CH:12]([C:14]2[CH:19]=[CH:18][C:17]([C:20]([F:23])([F:22])[F:21])=[CH:16][CH:15]=2)[NH2:2])[CH:9]=[CH:8][CH:7]=[CH:6][CH:5]=1, predict the reactants needed to synthesize it. The reactants are: Cl.[NH2:2]O.[C:4]1([CH2:10][CH2:11][C:12]([C:14]2[CH:19]=[CH:18][C:17]([C:20]([F:23])([F:22])[F:21])=[CH:16][CH:15]=2)=O)[CH:9]=[CH:8][CH:7]=[CH:6][CH:5]=1. (3) Given the product [F:42][C:41]([F:44])([F:43])[C:39]([OH:45])=[O:40].[F:35][C:31]1[CH:30]=[C:29]2[C:34]([C:26]([NH:25][C:24]([C:21]3[C:19]4[N:20]=[CH:15][N:16]=[CH:17][C:18]=4[S:23][CH:22]=3)=[O:37])=[N:27][N:28]2[CH3:36])=[CH:33][CH:32]=1, predict the reactants needed to synthesize it. The reactants are: C(OC(=O)N[C@@H]1CCCC[C@@H]1N[C:15]1[N:16]=[CH:17][C:18]2[S:23][CH:22]=[C:21]([C:24](=[O:37])[NH:25][C:26]3[C:34]4[C:29](=[CH:30][C:31]([F:35])=[CH:32][CH:33]=4)[N:28]([CH3:36])[N:27]=3)[C:19]=2[N:20]=1)(C)(C)C.[C:39]([OH:45])([C:41]([F:44])([F:43])[F:42])=[O:40]. (4) Given the product [CH3:6][O:5][C:1]1[CH:3]=[CH:31][C:30]([Mg:17][Br:26])=[CH:29][CH:4]=1, predict the reactants needed to synthesize it. The reactants are: [C:1]([O:5][C:6](=O)N[C@H](C)C(N(OC)C)=O)([CH3:4])([CH3:3])C.[Mg:17].COC1C=CC([Br:26])=CC=1.[I-].O1C[CH2:31][CH2:30][CH2:29]1. (5) Given the product [Br:1][C:2]1[CH:9]=[CH:8][C:5]([CH:6]=[C:14]2[C:15](=[O:17])[O:16][C:11]([CH3:19])([CH3:10])[O:12][C:13]2=[O:18])=[CH:4][CH:3]=1, predict the reactants needed to synthesize it. The reactants are: [Br:1][C:2]1[CH:9]=[CH:8][C:5]([CH:6]=O)=[CH:4][CH:3]=1.[CH3:10][C:11]1([CH3:19])[O:16][C:15](=[O:17])[CH2:14][C:13](=[O:18])[O:12]1. (6) The reactants are: [N+:1]([C:4]1[CH:19]=[CH:18][C:7]2[O:8][CH2:9][C:10]3([C:13]4[N:14]([N:15]=[N:16][N:17]=4)[C:6]=2[CH:5]=1)[CH2:12][O:11]3)([O-])=O. Given the product [NH2:1][C:4]1[CH:19]=[CH:18][C:7]2[O:8][CH2:9][C:10]([CH3:12])([OH:11])[C:13]3[N:14]([N:15]=[N:16][N:17]=3)[C:6]=2[CH:5]=1, predict the reactants needed to synthesize it. (7) Given the product [NH2:17][C@@H:3]([CH2:4][C:5]1[CH:6]=[CH:7][C:8]([C:11]2[CH:16]=[CH:15][N:14]=[CH:13][CH:12]=2)=[CH:9][CH:10]=1)[C@@H:2]([OH:1])[CH2:28][C@@H:29]([NH:37][C:38]([C@@H:39]([NH:44][C:45](=[O:46])[O:47][CH3:48])[C:40]([CH3:42])([CH3:43])[CH3:41])=[O:49])[CH2:30][C:31]1[CH:36]=[CH:35][CH:34]=[CH:33][CH:32]=1, predict the reactants needed to synthesize it. The reactants are: [OH:1][C@@H:2]([CH2:28][C@@H:29]([NH:37][C:38](=[O:49])[C@@H:39]([NH:44][C:45]([O:47][CH3:48])=[O:46])[C:40]([CH3:43])([CH3:42])[CH3:41])[CH2:30][C:31]1[CH:36]=[CH:35][CH:34]=[CH:33][CH:32]=1)[C@@H:3]([NH:17]C(=O)OCC1C=CC=CC=1)[CH2:4][C:5]1[CH:10]=[CH:9][C:8]([C:11]2[CH:16]=[CH:15][N:14]=[CH:13][CH:12]=2)=[CH:7][CH:6]=1.Cl.